From a dataset of Forward reaction prediction with 1.9M reactions from USPTO patents (1976-2016). Predict the product of the given reaction. Given the reactants [CH3:1][N:2]1[CH2:7][CH2:6][CH:5]([NH2:8])[CH2:4][CH2:3]1.C(N(CC)CC)C.[I:16][C:17]1[CH:25]=[CH:24][C:20]([C:21](Cl)=[O:22])=[CH:19][CH:18]=1, predict the reaction product. The product is: [I:16][C:17]1[CH:25]=[CH:24][C:20]([C:21]([NH:8][CH:5]2[CH2:6][CH2:7][N:2]([CH3:1])[CH2:3][CH2:4]2)=[O:22])=[CH:19][CH:18]=1.